From a dataset of NCI-60 drug combinations with 297,098 pairs across 59 cell lines. Regression. Given two drug SMILES strings and cell line genomic features, predict the synergy score measuring deviation from expected non-interaction effect. (1) Cell line: SF-268. Synergy scores: CSS=3.86, Synergy_ZIP=-13.5, Synergy_Bliss=-26.4, Synergy_Loewe=-41.2, Synergy_HSA=-25.8. Drug 1: CC12CCC3C(C1CCC2=O)CC(=C)C4=CC(=O)C=CC34C. Drug 2: CC12CCC3C(C1CCC2OP(=O)(O)O)CCC4=C3C=CC(=C4)OC(=O)N(CCCl)CCCl.[Na+]. (2) Drug 1: C1C(C(OC1N2C=C(C(=O)NC2=O)F)CO)O. Drug 2: CCC(=C(C1=CC=CC=C1)C2=CC=C(C=C2)OCCN(C)C)C3=CC=CC=C3.C(C(=O)O)C(CC(=O)O)(C(=O)O)O. Cell line: 786-0. Synergy scores: CSS=12.4, Synergy_ZIP=-7.55, Synergy_Bliss=0.286, Synergy_Loewe=-19.0, Synergy_HSA=-0.936. (3) Drug 2: C#CCC(CC1=CN=C2C(=N1)C(=NC(=N2)N)N)C3=CC=C(C=C3)C(=O)NC(CCC(=O)O)C(=O)O. Cell line: IGROV1. Drug 1: CC1=C(C(CCC1)(C)C)C=CC(=CC=CC(=CC(=O)O)C)C. Synergy scores: CSS=58.1, Synergy_ZIP=2.12, Synergy_Bliss=0.110, Synergy_Loewe=-9.86, Synergy_HSA=-0.298. (4) Drug 1: C1=CC(=CC=C1C#N)C(C2=CC=C(C=C2)C#N)N3C=NC=N3. Drug 2: CCC1(CC2CC(C3=C(CCN(C2)C1)C4=CC=CC=C4N3)(C5=C(C=C6C(=C5)C78CCN9C7C(C=CC9)(C(C(C8N6C)(C(=O)OC)O)OC(=O)C)CC)OC)C(=O)OC)O.OS(=O)(=O)O. Cell line: HCC-2998. Synergy scores: CSS=-4.03, Synergy_ZIP=-0.762, Synergy_Bliss=-7.18, Synergy_Loewe=-7.34, Synergy_HSA=-9.17. (5) Drug 1: C1=C(C(=O)NC(=O)N1)N(CCCl)CCCl. Drug 2: C1=NC2=C(N=C(N=C2N1C3C(C(C(O3)CO)O)O)F)N. Cell line: UACC-257. Synergy scores: CSS=4.23, Synergy_ZIP=-1.74, Synergy_Bliss=-2.95, Synergy_Loewe=-7.00, Synergy_HSA=-4.51. (6) Drug 1: CCC1(CC2CC(C3=C(CCN(C2)C1)C4=CC=CC=C4N3)(C5=C(C=C6C(=C5)C78CCN9C7C(C=CC9)(C(C(C8N6C)(C(=O)OC)O)OC(=O)C)CC)OC)C(=O)OC)O.OS(=O)(=O)O. Drug 2: CC1=C2C(C(=O)C3(C(CC4C(C3C(C(C2(C)C)(CC1OC(=O)C(C(C5=CC=CC=C5)NC(=O)OC(C)(C)C)O)O)OC(=O)C6=CC=CC=C6)(CO4)OC(=O)C)O)C)O. Cell line: LOX IMVI. Synergy scores: CSS=-3.63, Synergy_ZIP=-2.55, Synergy_Bliss=-8.86, Synergy_Loewe=-13.1, Synergy_HSA=-8.19.